Task: Binary Classification. Given a miRNA mature sequence and a target amino acid sequence, predict their likelihood of interaction.. Dataset: Experimentally validated miRNA-target interactions with 360,000+ pairs, plus equal number of negative samples (1) The miRNA is hsa-miR-8068 with sequence UGUUUGUUGUAAGGAUCGUUGU. The protein sequence of the target gene is MEDEEVAESWEEAADSGEIDRRLEKKLKITQKESRKSKSPPKVPIVIQDDSLPTGPPPQIRILKRPTSNGVVSSPNSTSRPALPVKSLAQREAEYAEARRRILGSASPEEEQEKPILDRPTRISQPEDSRQPSNVIRQPLGPDGSQGFKQRR. Result: 0 (no interaction). (2) The miRNA is mmu-miR-1199-5p with sequence UCUGAGUCCCGGUCGCGCGG. The protein sequence of the target gene is MSFLGGFFGPICEIDVALNDGETRKMAEMKTEDGKVEKHYLFYDGESVSGKVNLAFKQPGKRLEHQGIRIEFVGQIELFNDKSNTHEFVNLVKELALPGELTQSRSYDFEFMQVEKPYESYIGANVRLRYFLKVTIVRRLTDLVKEYDLIVHQLATYPDVNNSIKMEVGIEDCLHIEFEYNKSKYHLKDVIVGKIYFLLVRIKIQHMELQLIKKEITGIGPSTTTETETIAKYEIMDGAPVKGESIPIRLFLAGYDPTPTMRDVNKKFSVRYFLNLVLVDEEDRRYFKQQEIILWRKAPE.... Result: 1 (interaction).